From a dataset of Catalyst prediction with 721,799 reactions and 888 catalyst types from USPTO. Predict which catalyst facilitates the given reaction. Reactant: [C:1]([N:5]1[CH2:37][CH2:36][C:35](C)(C)[CH2:34][C:8]2[CH:9]=[C:10]3[C:19]4[CH:18]=[C:17]([C@@H:20]5[O:24][C:23]([CH3:26])([CH3:25])[O:22][C@H:21]5[C:27]([O:29][CH2:30][CH3:31])=[O:28])[C:16]([O:32][CH3:33])=[CH:15][C:14]=4[CH2:13][CH2:12][N:11]3[C:7]=2[C:6]1=[O:40])([CH3:4])([CH3:3])[CH3:2].C1C(=O)N([Br:48])C(=O)C1.O. Product: [C:1]([N:5]1[CH2:37][CH2:36][CH2:35][CH2:34][C:8]2[C:9]([Br:48])=[C:10]3[C:19]4[CH:18]=[C:17]([C@@H:20]5[O:24][C:23]([CH3:26])([CH3:25])[O:22][C@H:21]5[C:27]([O:29][CH2:30][CH3:31])=[O:28])[C:16]([O:32][CH3:33])=[CH:15][C:14]=4[CH2:13][CH2:12][N:11]3[C:7]=2[C:6]1=[O:40])([CH3:4])([CH3:3])[CH3:2]. The catalyst class is: 3.